This data is from Peptide-MHC class II binding affinity with 134,281 pairs from IEDB. The task is: Regression. Given a peptide amino acid sequence and an MHC pseudo amino acid sequence, predict their binding affinity value. This is MHC class II binding data. (1) The peptide sequence is DTVPRGYRIAARPGA. The MHC is HLA-DQA10101-DQB10501 with pseudo-sequence HLA-DQA10101-DQB10501. The binding affinity (normalized) is 0.127. (2) The peptide sequence is GAMAKKGQEDKLRKA. The MHC is HLA-DQA10501-DQB10301 with pseudo-sequence HLA-DQA10501-DQB10301. The binding affinity (normalized) is 0.337.